This data is from Full USPTO retrosynthesis dataset with 1.9M reactions from patents (1976-2016). The task is: Predict the reactants needed to synthesize the given product. Given the product [CH3:45][O:44][C:40]1[CH:39]=[C:38]([CH2:37][NH:34][C:35](=[O:36])[O:26][CH2:25][C@H:15]2[CH2:14][C@@H:13]([NH:12][S:9]([C:3]3[CH:4]=[C:5]([Br:8])[CH:6]=[CH:7][C:2]=3[Br:1])(=[O:10])=[O:11])[CH2:17][NH:16]2)[CH:43]=[CH:42][CH:41]=1, predict the reactants needed to synthesize it. The reactants are: [Br:1][C:2]1[CH:7]=[CH:6][C:5]([Br:8])=[CH:4][C:3]=1[S:9]([NH:12][C@H:13]1[CH2:17][N:16](C(OC(C)(C)C)=O)[C@@H:15]([CH2:25][OH:26])[CH2:14]1)(=[O:11])=[O:10].CCN(CC)CC.[N:34]([CH2:37][C:38]1[CH:43]=[CH:42][CH:41]=[C:40]([O:44][CH3:45])[CH:39]=1)=[C:35]=[O:36].N(CC1C=CC=CC=1)=C=O.